From a dataset of Catalyst prediction with 721,799 reactions and 888 catalyst types from USPTO. Predict which catalyst facilitates the given reaction. (1) Reactant: [F:1][C:2]1[C:10]([NH:11]C(=O)C)=[CH:9][CH:8]=[C:7]2[C:3]=1[CH2:4][CH2:5][C:6]2=[O:15].[OH-].[Na+]. Product: [NH2:11][C:10]1[C:2]([F:1])=[C:3]2[C:7](=[CH:8][CH:9]=1)[C:6](=[O:15])[CH2:5][CH2:4]2. The catalyst class is: 65. (2) Reactant: C([O:8][C:9]1[CH:10]=[C:11]([C:37]2[CH:42]=[CH:41][CH:40]=[C:39]([OH:43])[CH:38]=2)[CH:12]=[CH:13][C:14]=1[C@H:15]1[N:18]([C:19]2[CH:24]=[CH:23][CH:22]=[CH:21][CH:20]=2)[C:17](=[O:25])[C@@H:16]1[CH2:26][CH2:27][C@@H:28]([C:30]1[CH:35]=[CH:34][C:33]([F:36])=[CH:32][CH:31]=1)[OH:29])C1C=CC=CC=1. Product: [OH:8][C:9]1[CH:10]=[C:11]([C:37]2[CH:42]=[CH:41][CH:40]=[C:39]([OH:43])[CH:38]=2)[CH:12]=[CH:13][C:14]=1[C@H:15]1[N:18]([C:19]2[CH:20]=[CH:21][CH:22]=[CH:23][CH:24]=2)[C:17](=[O:25])[C@@H:16]1[CH2:26][CH2:27][C@@H:28]([C:30]1[CH:35]=[CH:34][C:33]([F:36])=[CH:32][CH:31]=1)[OH:29]. The catalyst class is: 29. (3) Reactant: [OH:1][C:2]1[CH:3]=[C:4]([CH:8]=[C:9]([N+:11]([O-:13])=[O:12])[CH:10]=1)[C:5]([OH:7])=[O:6].C([O-])([O-])=O.[K+].[K+].[CH2:20](Br)[CH2:21][CH:22]([CH3:24])[CH3:23]. Product: [CH2:20]([O:1][C:2]1[CH:3]=[C:4]([CH:8]=[C:9]([N+:11]([O-:13])=[O:12])[CH:10]=1)[C:5]([O:7][CH2:2][CH2:3][CH:4]([CH3:8])[CH3:5])=[O:6])[CH2:21][CH:22]([CH3:24])[CH3:23]. The catalyst class is: 3.